Dataset: Forward reaction prediction with 1.9M reactions from USPTO patents (1976-2016). Task: Predict the product of the given reaction. Given the reactants [CH2:1]([N:8]1[C:12]([Br:13])=[C:11]([Br:14])[N:10]=[C:9]1Br)[C:2]1[CH:7]=[CH:6][CH:5]=[CH:4][CH:3]=1.[F:16][C:17]1[CH:22]=[C:21]([F:23])[CH:20]=[CH:19][C:18]=1B(O)O.C(=O)([O-])[O-].[Na+].[Na+].CO, predict the reaction product. The product is: [CH2:1]([N:8]1[C:12]([Br:13])=[C:11]([Br:14])[N:10]=[C:9]1[C:20]1[CH:19]=[CH:18][C:17]([F:16])=[CH:22][C:21]=1[F:23])[C:2]1[CH:7]=[CH:6][CH:5]=[CH:4][CH:3]=1.